Dataset: Catalyst prediction with 721,799 reactions and 888 catalyst types from USPTO. Task: Predict which catalyst facilitates the given reaction. (1) Reactant: [O:1]=[C:2]1[CH2:10][C:9]2[C:4](=[CH:5][CH:6]=[C:7]([C:11](OC)=[O:12])[CH:8]=2)[NH:3]1.O1CCCC1.C(O)C.[BH4-].[Li+]. Product: [OH:12][CH2:11][C:7]1[CH:8]=[C:9]2[C:4](=[CH:5][CH:6]=1)[NH:3][C:2](=[O:1])[CH2:10]2. The catalyst class is: 8. (2) Reactant: C1(OC(=S)O[CH:10]([C:17]2[CH:22]=[CH:21][C:20]([C:23]#[N:24])=[C:19]([F:25])[CH:18]=2)[C:11]2[CH:12]=[N:13][CH:14]=[CH:15][CH:16]=2)C=CC=CC=1.CC(N=NC(C#N)(C)C)(C#N)C.C([SnH](CCCC)CCCC)CCC. The catalyst class is: 48. Product: [F:25][C:19]1[CH:18]=[C:17]([CH2:10][C:11]2[CH:12]=[N:13][CH:14]=[CH:15][CH:16]=2)[CH:22]=[CH:21][C:20]=1[C:23]#[N:24]. (3) Reactant: [Mg].[CH2:2]([O:9][C:10]1[CH:15]=[CH:14][C:13](Br)=[CH:12][C:11]=1[F:17])[C:3]1[CH:8]=[CH:7][CH:6]=[CH:5][CH:4]=1.[CH:18](N1CCOCC1)=[O:19].Cl. Product: [CH2:2]([O:9][C:10]1[CH:15]=[CH:14][C:13]([CH:18]=[O:19])=[CH:12][C:11]=1[F:17])[C:3]1[CH:8]=[CH:7][CH:6]=[CH:5][CH:4]=1. The catalyst class is: 680. (4) Reactant: [F:1][C:2]([F:18])([C:9]([F:17])([F:16])[C:10]([F:15])([F:14])[CH:11]([F:13])[F:12])[CH2:3][CH:4]([C:7]#[N:8])[C:5]#[N:6].Br[CH2:20][CH2:21][CH:22]=[CH2:23].C(=O)([O-])[O-].[K+].[K+].Cl. Product: [CH2:23]([C:4]([CH2:3][C:2]([F:18])([F:1])[C:9]([F:16])([F:17])[C:10]([F:14])([F:15])[CH:11]([F:13])[F:12])([C:7]#[N:8])[C:5]#[N:6])[CH2:22][CH:21]=[CH2:20]. The catalyst class is: 16. (5) Reactant: [N+:1]([C:4]1[CH:9]=[CH:8][CH:7]=[CH:6][C:5]=1[C:10]1[N:11]=[C:12]2[N:16]([CH:17]=1)[C:15]([CH2:18]O)=[CH:14][S:13]2)([O-:3])=[O:2].O=S(Cl)[Cl:22].CN(C=O)C. Product: [Cl:22][CH2:18][C:15]1[N:16]2[CH:17]=[C:10]([C:5]3[CH:6]=[CH:7][CH:8]=[CH:9][C:4]=3[N+:1]([O-:3])=[O:2])[N:11]=[C:12]2[S:13][CH:14]=1. The catalyst class is: 4. (6) Reactant: [F:1][C:2]1[CH:3]=[C:4]2[C:8](=[C:9]([C:11]([OH:13])=O)[CH:10]=1)[NH:7][CH:6]=[CH:5]2.[C:14]([C:18]1[CH:34]=[CH:33][C:21]([CH2:22][NH:23][CH2:24][CH2:25][C:26]2[CH:31]=[CH:30][C:29]([Cl:32])=[CH:28][CH:27]=2)=[CH:20][CH:19]=1)([CH3:17])([CH3:16])[CH3:15].CCN=C=NCCCN(C)C.Cl. Product: [C:14]([C:18]1[CH:34]=[CH:33][C:21]([CH2:22][N:23]([CH2:24][CH2:25][C:26]2[CH:31]=[CH:30][C:29]([Cl:32])=[CH:28][CH:27]=2)[C:11]([C:9]2[CH:10]=[C:2]([F:1])[CH:3]=[C:4]3[C:8]=2[NH:7][CH:6]=[CH:5]3)=[O:13])=[CH:20][CH:19]=1)([CH3:17])([CH3:15])[CH3:16]. The catalyst class is: 2. (7) The catalyst class is: 29. Reactant: [CH:1]1([C:6]2[CH:15]=[CH:14][CH:13]=[CH:12][C:7]=2[C:8]([O:10][CH3:11])=[O:9])[CH2:5][CH2:4][CH:3]=[CH:2]1.[H][H]. Product: [CH:1]1([C:6]2[CH:15]=[CH:14][CH:13]=[CH:12][C:7]=2[C:8]([O:10][CH3:11])=[O:9])[CH2:2][CH2:3][CH2:4][CH2:5]1.